Dataset: Reaction yield outcomes from USPTO patents with 853,638 reactions. Task: Predict the reaction yield, written as a fraction of the theoretical maximum amount of product (1.0 means a 100% yield; for example, 0.34 means a 34% yield). (1) The reactants are Br[CH2:2][CH2:3][CH2:4][CH2:5][O:6][C:7]1[CH:8]=[CH:9][C:10]2[S:14][CH:13]=[N:12][C:11]=2[CH:15]=1.[Na+].[I-].[Cl:18][C:19]1[C:24]([Cl:25])=[CH:23][CH:22]=[CH:21][C:20]=1[CH:26]1[CH2:31][CH2:30][NH:29][CH2:28][CH2:27]1.C([O-])([O-])=O.[K+].[K+]. The catalyst is CC#N. The product is [Cl:18][C:19]1[C:24]([Cl:25])=[CH:23][CH:22]=[CH:21][C:20]=1[CH:26]1[CH2:31][CH2:30][N:29]([CH2:2][CH2:3][CH2:4][CH2:5][O:6][C:7]2[CH:8]=[CH:9][C:10]3[S:14][CH:13]=[N:12][C:11]=3[CH:15]=2)[CH2:28][CH2:27]1. The yield is 0.660. (2) The reactants are [F:1][C:2]1[CH:7]=[CH:6][CH:5]=[CH:4][C:3]=1[C:8]1[CH:13]=[CH:12][CH:11]=[C:10]([NH2:14])[C:9]=1[N+:15]([O-])=O. The catalyst is CO.[Pd]. The product is [F:1][C:2]1[CH:7]=[CH:6][CH:5]=[CH:4][C:3]=1[C:8]1[CH:13]=[CH:12][CH:11]=[C:10]([NH2:14])[C:9]=1[NH2:15]. The yield is 0.920. (3) The reactants are [N:1]1([CH2:6][CH2:7][CH2:8][O:9][C:10]2[CH:18]=[CH:17][C:16]3[N:15]4[CH2:19][CH2:20][CH2:21][NH:22][C:23](=[O:24])[C:14]4=[CH:13][C:12]=3[CH:11]=2)[CH2:5][CH2:4][CH2:3][CH2:2]1.[CH3:25][O:26][CH2:27][CH2:28]Br.[H-].[Na+]. No catalyst specified. The product is [CH3:25][O:26][CH2:27][CH2:28][N:22]1[CH2:21][CH2:20][CH2:19][N:15]2[C:16]3[CH:17]=[CH:18][C:10]([O:9][CH2:8][CH2:7][CH2:6][N:1]4[CH2:5][CH2:4][CH2:3][CH2:2]4)=[CH:11][C:12]=3[CH:13]=[C:14]2[C:23]1=[O:24]. The yield is 0.150. (4) The reactants are C1C(=O)N([I:8])C(=O)C1.[Cl:9][C:10]1[CH:16]=[CH:15][C:13]([NH2:14])=[C:12]([CH3:17])[CH:11]=1.O. The catalyst is CN(C=O)C. The product is [Cl:9][C:10]1[CH:11]=[C:12]([CH3:17])[C:13]([NH2:14])=[C:15]([I:8])[CH:16]=1. The yield is 0.470. (5) The reactants are [NH2:1][C:2]1[C:32]([C:33]([F:36])([F:35])[F:34])=[CH:31][C:5]([CH2:6][CH:7]([CH2:10][C:11](=[O:30])[N:12]2[CH2:17][CH2:16][CH:15]([N:18]3[CH2:24][CH2:23][C:22]4[CH:25]=[CH:26][CH:27]=[CH:28][C:21]=4[NH:20][C:19]3=[O:29])[CH2:14][CH2:13]2)[CH:8]=O)=[CH:4][C:3]=1[Cl:37].[N:38]1([CH2:43][CH2:44][CH2:45][NH:46][C:47]2[CH:48]=[N:49][CH:50]=[CH:51][C:52]=2[NH2:53])[CH2:42][CH2:41][CH2:40][CH2:39]1. No catalyst specified. The product is [NH2:1][C:2]1[C:32]([C:33]([F:36])([F:35])[F:34])=[CH:31][C:5]([CH2:6][CH:7]([C:8]2[N:46]([CH2:45][CH2:44][CH2:43][N:38]3[CH2:42][CH2:41][CH2:40][CH2:39]3)[C:47]3[CH:48]=[N:49][CH:50]=[CH:51][C:52]=3[N:53]=2)[CH2:10][C:11]([N:12]2[CH2:17][CH2:16][CH:15]([N:18]3[CH2:24][CH2:23][C:22]4[CH:25]=[CH:26][CH:27]=[CH:28][C:21]=4[NH:20][C:19]3=[O:29])[CH2:14][CH2:13]2)=[O:30])=[CH:4][C:3]=1[Cl:37]. The yield is 0.110. (6) The reactants are Br[C:2]1[CH:7]=[CH:6][C:5]([C@@H:8]([N:10]2[CH2:15][CH2:14][C@:13]([CH2:22][C:23]([OH:26])([CH3:25])[CH3:24])([C:16]3[CH:21]=[CH:20][CH:19]=[CH:18][CH:17]=3)[O:12][C:11]2=[O:27])[CH3:9])=[CH:4][CH:3]=1.[CH3:28][C:29]1([CH3:45])[C:33]([CH3:35])([CH3:34])[O:32][B:31]([B:31]2[O:32][C:33]([CH3:35])([CH3:34])[C:29]([CH3:45])([CH3:28])[O:30]2)[O:30]1.CC([O-])=O.[K+]. The catalyst is CS(C)=O.C1C=CC(P([C]2[CH][CH][CH][CH]2)C2C=CC=CC=2)=CC=1.C1C=CC(P([C]2[CH][CH][CH][CH]2)C2C=CC=CC=2)=CC=1.Cl[Pd]Cl.[Fe]. The product is [OH:26][C:23]([CH3:25])([CH3:24])[CH2:22][C@@:13]1([C:16]2[CH:21]=[CH:20][CH:19]=[CH:18][CH:17]=2)[O:12][C:11](=[O:27])[N:10]([C@H:8]([C:5]2[CH:6]=[CH:7][C:2]([B:31]3[O:32][C:33]([CH3:35])([CH3:34])[C:29]([CH3:45])([CH3:28])[O:30]3)=[CH:3][CH:4]=2)[CH3:9])[CH2:15][CH2:14]1. The yield is 0.600. (7) The catalyst is C(O)C. The product is [NH2:38][C:33]1[N:32]=[C:31]([CH2:30][O:29][CH2:28][C@H:18]2[NH:19][CH2:20][C@H:16]([O:15][CH2:14][C:12]3[N:13]=[C:8]([NH2:3])[CH:9]=[C:10]([CH3:45])[CH:11]=3)[CH2:17]2)[CH:36]=[C:35]([CH3:37])[CH:34]=1. The yield is 0.680. The reactants are CC1[N:3]([C:8]2[N:13]=[C:12]([CH2:14][O:15][C@H:16]3[CH2:20][N:19](C(OC(C)(C)C)=O)[C@H:18]([CH2:28][O:29][CH2:30][C:31]4[CH:36]=[C:35]([CH3:37])[CH:34]=[C:33]([N:38]5C(C)=CC=C5C)[N:32]=4)[CH2:17]3)[CH:11]=[C:10]([CH3:45])[CH:9]=2)C(C)=CC=1.NO.Cl.O.[OH-].[Na+]. (8) The reactants are [CH3:1][C:2]1([CH3:26])[C:6]([C:7]2[CH:8]=[C:9]([CH:14]=[C:15]([F:25])[C:16]=2OS(C(F)(F)F)(=O)=O)[C:10]([O:12][CH3:13])=[O:11])=[CH:5][CH2:4][CH2:3]1.COC1C=CC=C(OC)C=1C1C=CC=CC=1P(C1CCCCC1)C1CCCCC1.[F:56][C:57]1[CH:62]=[CH:61][C:60]([O:63][CH3:64])=[CH:59][C:58]=1B(O)O.[O-]P([O-])([O-])=O.[K+].[K+].[K+]. The catalyst is CN(C=O)C.C([O-])(=O)C.[Pd+2].C([O-])(=O)C. The product is [CH3:26][C:2]1([CH3:1])[C:6]([C:7]2[CH:8]=[C:9]([C:10]([O:12][CH3:13])=[O:11])[CH:14]=[C:15]([F:25])[C:16]=2[C:58]2[CH:59]=[C:60]([O:63][CH3:64])[CH:61]=[CH:62][C:57]=2[F:56])=[CH:5][CH2:4][CH2:3]1. The yield is 0.950.